From a dataset of NCI-60 drug combinations with 297,098 pairs across 59 cell lines. Regression. Given two drug SMILES strings and cell line genomic features, predict the synergy score measuring deviation from expected non-interaction effect. Drug 1: C1CCC(CC1)NC(=O)N(CCCl)N=O. Drug 2: CN(C)C1=NC(=NC(=N1)N(C)C)N(C)C. Cell line: UACC-257. Synergy scores: CSS=14.6, Synergy_ZIP=3.26, Synergy_Bliss=14.5, Synergy_Loewe=8.39, Synergy_HSA=9.24.